From a dataset of Catalyst prediction with 721,799 reactions and 888 catalyst types from USPTO. Predict which catalyst facilitates the given reaction. (1) Reactant: [CH:1]1([S:6][CH:7]([C:11]2[CH:16]=[CH:15][C:14]([C:17]([F:20])([F:19])[F:18])=[CH:13][CH:12]=2)[C:8]([OH:10])=O)[CH2:5][CH2:4][CH2:3][CH2:2]1.[NH2:21][C:22]1[CH:27]=[CH:26][CH:25]=[CH:24][N:23]=1. Product: [CH:1]1([S:6][CH:7]([C:11]2[CH:16]=[CH:15][C:14]([C:17]([F:20])([F:19])[F:18])=[CH:13][CH:12]=2)[C:8]([NH:21][C:22]2[CH:27]=[CH:26][CH:25]=[CH:24][N:23]=2)=[O:10])[CH2:2][CH2:3][CH2:4][CH2:5]1. The catalyst class is: 1. (2) Reactant: [Cl:1][C:2]1[CH:3]=[C:4]([CH2:9][C:10]([N:12]2[CH:21]3[CH:16]([CH2:17][CH2:18][CH2:19][CH:20]3[N:22]3[CH2:26][CH2:25][CH2:24][CH2:23]3)[NH:15][CH2:14][CH2:13]2)=[O:11])[CH:5]=[CH:6][C:7]=1[Cl:8].Cl[C:28]([O:30][CH2:31][CH3:32])=[O:29]. Product: [CH2:31]([O:30][C:28]([N:15]1[CH:16]2[CH:21]([CH:20]([N:22]3[CH2:26][CH2:25][CH2:24][CH2:23]3)[CH2:19][CH2:18][CH2:17]2)[N:12]([C:10](=[O:11])[CH2:9][C:4]2[CH:5]=[CH:6][C:7]([Cl:8])=[C:2]([Cl:1])[CH:3]=2)[CH2:13][CH2:14]1)=[O:29])[CH3:32]. The catalyst class is: 2. (3) Reactant: [CH2:1]([NH:8][CH:9]1[CH2:15][CH2:14][CH2:13][C:12]2[CH:16]=[C:17]([O:22][CH3:23])[C:18]([O:20][CH3:21])=[CH:19][C:11]=2[CH2:10]1)[C:2]1[CH:7]=[CH:6][CH:5]=[CH:4][CH:3]=1.[O:24]([CH2:31][C@H:32]1[O:34][CH2:33]1)[C:25]1[CH:30]=[CH:29][CH:28]=[CH:27][CH:26]=1.FC(F)(F)S([O-])(=O)=O.[Yb+3].FC(F)(F)S([O-])(=O)=O.FC(F)(F)S([O-])(=O)=O.C(=O)(O)[O-].[Na+]. Product: [CH2:1]([N:8]([CH2:33][C@H:32]([OH:34])[CH2:31][O:24][C:25]1[CH:30]=[CH:29][CH:28]=[CH:27][CH:26]=1)[CH:9]1[CH2:15][CH2:14][CH2:13][C:12]2[CH:16]=[C:17]([O:22][CH3:23])[C:18]([O:20][CH3:21])=[CH:19][C:11]=2[CH2:10]1)[C:2]1[CH:3]=[CH:4][CH:5]=[CH:6][CH:7]=1. The catalyst class is: 4. (4) Reactant: [F:1][C:2]1[CH:7]=[CH:6][C:5]([CH3:8])=[CH:4][C:3]=1[NH:9][C:10]([C:12]1[CH:13]=[C:14]([CH:28]=[CH:29][CH:30]=1)[O:15][C:16]1[CH:21]=[CH:20][N:19]=[C:18]2[CH:22]=[C:23]([C:25]([OH:27])=O)[S:24][C:17]=12)=[O:11].C1CN([P+](ON2N=NC3C=CC=CC2=3)(N2CCCC2)N2CCCC2)CC1.F[P-](F)(F)(F)(F)F.C(N(CC)C(C)C)(C)C.Cl.Cl.[NH2:75][CH2:76][CH2:77][CH2:78][NH:79][CH2:80][C:81]([O:83][CH3:84])=[O:82]. Product: [F:1][C:2]1[CH:7]=[CH:6][C:5]([CH3:8])=[CH:4][C:3]=1[NH:9][C:10]([C:12]1[CH:13]=[C:14]([CH:28]=[CH:29][CH:30]=1)[O:15][C:16]1[CH:21]=[CH:20][N:19]=[C:18]2[CH:22]=[C:23]([C:25]([NH:75][CH2:76][CH2:77][CH2:78][NH:79][CH2:80][C:81]([O:83][CH3:84])=[O:82])=[O:27])[S:24][C:17]=12)=[O:11]. The catalyst class is: 18. (5) Reactant: [Cl:1][C:2]1[C:10]2[C:5](=[CH:6][CH:7]=[CH:8][CH:9]=2)[N:4]([C:11]2[CH:16]=[CH:15][C:14]([C:17](=O)[CH3:18])=[CH:13][CH:12]=2)[C:3]=1[C:20]([N:22]1[CH2:26][CH2:25][CH2:24][CH2:23]1)=[O:21].ClCCl.C([O-])(=O)C.[NH4+].C([BH3-])#[N:36].[Na+].Cl. Product: [NH2:36][CH:17]([C:14]1[CH:13]=[CH:12][C:11]([N:4]2[C:5]3[C:10](=[CH:9][CH:8]=[CH:7][CH:6]=3)[C:2]([Cl:1])=[C:3]2[C:20]([N:22]2[CH2:23][CH2:24][CH2:25][CH2:26]2)=[O:21])=[CH:16][CH:15]=1)[CH3:18]. The catalyst class is: 5.